Dataset: Acute oral toxicity (LD50) regression data from Zhu et al.. Task: Regression/Classification. Given a drug SMILES string, predict its toxicity properties. Task type varies by dataset: regression for continuous values (e.g., LD50, hERG inhibition percentage) or binary classification for toxic/non-toxic outcomes (e.g., AMES mutagenicity, cardiotoxicity, hepatotoxicity). Dataset: ld50_zhu. (1) The molecule is CCOP(=S)(CC)Oc1cnn(C)c(=O)c1OC. The rat oral LD50 is 5.09, given as -log10 of the dose in mol/kg body weight (higher means more acutely toxic). (2) The compound is NC(=S)Cc1cccc2ccccc12. The rat oral LD50 is 3.53, given as -log10 of the dose in mol/kg body weight (higher means more acutely toxic).